This data is from Forward reaction prediction with 1.9M reactions from USPTO patents (1976-2016). The task is: Predict the product of the given reaction. Given the reactants [CH:1]1[C:13]2[CH:12]([CH2:14][O:15][C:16](=[O:44])[NH:17][C:18]3[CH:23]=[CH:22][C:21]([S:24][C:25]4[CH:30]=[CH:29][C:28]([C:31](=[O:40])[NH:32][C:33]5[CH:38]=[CH:37][C:36]([Cl:39])=[CH:35][N:34]=5)=[CH:27][C:26]=4[N+:41]([O-])=O)=[CH:20][CH:19]=3)[C:11]3[C:6](=[CH:7][CH:8]=[CH:9][CH:10]=3)[C:5]=2[CH:4]=[CH:3][CH:2]=1.[Cl-].[NH4+].C(O)C.O1CCCC1, predict the reaction product. The product is: [CH:1]1[C:13]2[CH:12]([CH2:14][O:15][C:16](=[O:44])[NH:17][C:18]3[CH:19]=[CH:20][C:21]([S:24][C:25]4[CH:30]=[CH:29][C:28]([C:31](=[O:40])[NH:32][C:33]5[CH:38]=[CH:37][C:36]([Cl:39])=[CH:35][N:34]=5)=[CH:27][C:26]=4[NH2:41])=[CH:22][CH:23]=3)[C:11]3[C:6](=[CH:7][CH:8]=[CH:9][CH:10]=3)[C:5]=2[CH:4]=[CH:3][CH:2]=1.